Dataset: Peptide-MHC class I binding affinity with 185,985 pairs from IEDB/IMGT. Task: Regression. Given a peptide amino acid sequence and an MHC pseudo amino acid sequence, predict their binding affinity value. This is MHC class I binding data. (1) The peptide sequence is DLIKKSDAK. The MHC is HLA-A33:01 with pseudo-sequence HLA-A33:01. The binding affinity (normalized) is 0.187. (2) The peptide sequence is QPAFMVASF. The MHC is HLA-B07:02 with pseudo-sequence HLA-B07:02. The binding affinity (normalized) is 0.606. (3) The peptide sequence is VSTAPTGSW. The MHC is HLA-A29:02 with pseudo-sequence HLA-A29:02. The binding affinity (normalized) is 0.509. (4) The peptide sequence is SHDVLTVQF. The MHC is HLA-B15:09 with pseudo-sequence HLA-B15:09. The binding affinity (normalized) is 0.161.